This data is from Full USPTO retrosynthesis dataset with 1.9M reactions from patents (1976-2016). The task is: Predict the reactants needed to synthesize the given product. (1) Given the product [CH3:7][O:8][P:9]([O-:13])([O:11][CH3:12])=[O:10].[CH3:1][NH+:3]1[CH2:4][CH2:5][N:17]([CH3:18])[CH:16]1[N:15]([CH3:19])[CH3:14], predict the reactants needed to synthesize it. The reactants are: [CH2:1]([NH:3][CH2:4][CH3:5])C.O.[CH3:7][O:8][P:9]([O-:13])([O:11][CH3:12])=[O:10].[CH3:14][NH+:15]1[CH2:19][CH2:18][N:17](C)[CH:16]1Cl. (2) The reactants are: [Br:1][C:2]1[CH:14]=[CH:13][C:12]2[C:11]3[C:6](=[CH:7][C:8]([Br:15])=[CH:9][CH:10]=3)[CH2:5][C:4]=2[CH:3]=1.[C:16]1(C)[CH:21]=CC=C[CH:17]=1.[OH-].[Na+].Br[CH2:26][C:27]#[CH:28]. Given the product [Br:1][C:2]1[CH:14]=[CH:13][C:12]2[C:11]3[C:6](=[CH:7][C:8]([Br:15])=[CH:9][CH:10]=3)[C:5]([CH2:28][C:27]#[CH:26])([CH2:21][C:16]#[CH:17])[C:4]=2[CH:3]=1, predict the reactants needed to synthesize it. (3) Given the product [C:43]([O:47][CH2:48][C@@H:49]1[C:50](=[O:55])[NH:51][CH2:52][CH2:53][N:54]1[C:11](=[O:13])[CH2:10][C@H:9]([NH:8][C:6](=[O:7])[O:5][C:1]([CH3:2])([CH3:3])[CH3:4])[CH2:14][C:15]1[CH:20]=[C:19]([F:21])[C:18]([F:22])=[CH:17][C:16]=1[F:23])([CH3:46])([CH3:44])[CH3:45], predict the reactants needed to synthesize it. The reactants are: [C:1]([O:5][C:6]([NH:8][C@H:9]([CH2:14][C:15]1[CH:20]=[C:19]([F:21])[C:18]([F:22])=[CH:17][C:16]=1[F:23])[CH2:10][C:11]([OH:13])=O)=[O:7])([CH3:4])([CH3:3])[CH3:2].C1(P(C2C=CC=CC=2)C2C=CC=CC=2)C=CC=CC=1.[C:43]([O:47][CH2:48][C@H:49]1[NH:54][CH2:53][CH2:52][NH:51][C:50]1=[O:55])([CH3:46])([CH3:45])[CH3:44].C(O)(=O)CC(CC(O)=O)(C(O)=O)O. (4) Given the product [C:32]([O:36][C:37]([N:39]1[CH2:44][CH2:43][N:42]([C:45]2[CH:50]=[CH:49][CH:48]=[C:47]([O:9][CH2:8][CH2:7][CH2:6][N:5]([CH2:4][C:3]3[CH:24]=[CH:25][CH:26]=[C:27]([C:28]([F:29])([F:30])[F:31])[C:2]=3[Cl:1])[CH2:10][CH:11]([C:12]3[CH:17]=[CH:16][CH:15]=[CH:14][CH:13]=3)[C:18]3[CH:19]=[CH:20][CH:21]=[CH:22][CH:23]=3)[CH:46]=2)[CH2:41][CH2:40]1)=[O:38])([CH3:35])([CH3:33])[CH3:34], predict the reactants needed to synthesize it. The reactants are: [Cl:1][C:2]1[C:27]([C:28]([F:31])([F:30])[F:29])=[CH:26][CH:25]=[CH:24][C:3]=1[CH2:4][N:5]([CH2:10][CH:11]([C:18]1[CH:23]=[CH:22][CH:21]=[CH:20][CH:19]=1)[C:12]1[CH:17]=[CH:16][CH:15]=[CH:14][CH:13]=1)[CH2:6][CH2:7][CH2:8][OH:9].[C:32]([O:36][C:37]([N:39]1[CH2:44][CH2:43][N:42]([C:45]2[CH:50]=[CH:49][CH:48]=[C:47](O)[CH:46]=2)[CH2:41][CH2:40]1)=[O:38])([CH3:35])([CH3:34])[CH3:33].C1(P(C2C=CC=CC=2)C2C=CC=CC=2)C=CC=CC=1.CC(OC(/N=N/C(OC(C)C)=O)=O)C. (5) Given the product [F:1][C:2]1[CH:11]=[C:10]2[C:5]([CH:6]([C:12]([O:14][CH3:15])=[O:13])[CH2:7][CH2:8][O:9]2)=[CH:4][CH:3]=1, predict the reactants needed to synthesize it. The reactants are: [F:1][C:2]1[CH:11]=[C:10]2[C:5]([CH:6]([C:12]([OH:14])=[O:13])[CH2:7][CH2:8][O:9]2)=[CH:4][CH:3]=1.[CH2:15]1COCC1. (6) The reactants are: [Cl:1][C:2]1[CH:3]=[CH:4][C:5]2[C:14]3[C:9](=[CH:10][N:11]=[CH:12][CH:13]=3)[C:8](=[O:15])[NH:7][C:6]=2[CH:16]=1.C(=O)([O-])[O:18][CH2:19][CH3:20].C([O-])([O-])=O.[K+].[K+].C1OCCOCCOCCOCCOCCOC1. Given the product [Cl:1][C:2]1[CH:3]=[CH:4][C:5]2[C:14]3[C:9](=[CH:10][N:11]=[CH:12][CH:13]=3)[C:8](=[O:15])[N:7]([CH2:20][CH2:19][OH:18])[C:6]=2[CH:16]=1, predict the reactants needed to synthesize it. (7) Given the product [Cl:1][C:2]1[CH:7]=[CH:6][CH:5]=[CH:4][C:3]=1[C:8]([NH:12][CH:13]([CH:15]([CH3:17])[CH3:16])[CH3:14])=[C:9]([C:22](=[O:23])[CH2:21][CH2:18][CH3:19])[C:10]#[N:11], predict the reactants needed to synthesize it. The reactants are: [Cl:1][C:2]1[CH:7]=[CH:6][CH:5]=[CH:4][C:3]=1[C:8]([NH:12][CH:13]([CH:15]([CH3:17])[CH3:16])[CH3:14])=[CH:9][C:10]#[N:11].[CH:18]1([CH2:21][C:22](Cl)=[O:23])C[CH2:19]1.N1C=CC=CC=1.